From a dataset of Reaction yield outcomes from USPTO patents with 853,638 reactions. Predict the reaction yield, written as a fraction of the theoretical maximum amount of product (1.0 means a 100% yield; for example, 0.34 means a 34% yield). (1) The reactants are NC1C=CC(C2C=CC(C(=O)CC(C)(C)C(OC)=O)=CC=2)=CC=1.BrC1SC=CN=1.[S:30]1[C:34]2C=CC=C[C:33]=2[N:32]=[C:31]1[NH:39][C:40]1[CH:45]=[CH:44][C:43]([C:46]2[CH:51]=[CH:50][C:49]([C:52](=[O:60])[CH2:53][C:54]([CH3:59])([CH3:58])[C:55]([OH:57])=[O:56])=[CH:48][CH:47]=2)=[CH:42][CH:41]=1. No catalyst specified. The product is [CH3:58][C:54]([CH3:59])([CH2:53][C:52](=[O:60])[C:49]1[CH:48]=[CH:47][C:46]([C:43]2[CH:44]=[CH:45][C:40]([NH:39][C:31]3[S:30][CH:34]=[CH:33][N:32]=3)=[CH:41][CH:42]=2)=[CH:51][CH:50]=1)[C:55]([OH:57])=[O:56]. The yield is 0.240. (2) The reactants are C(=O)(O)[O-].[Na+].[NH2:6][C:7]1[N:11]([C:12]2[CH:13]=[C:14]([CH2:22][C:23]([NH2:25])=[O:24])[C:15]3[C:20]([CH:21]=2)=[CH:19][CH:18]=[CH:17][CH:16]=3)[N:10]=[C:9]([C:26]([CH3:29])([CH3:28])[CH3:27])[CH:8]=1.[C:30](Cl)([O:32][CH2:33][C:34]([Cl:37])([Cl:36])[Cl:35])=[O:31]. The catalyst is C(OCC)(=O)C. The product is [NH2:25][C:23](=[O:24])[CH2:22][C:14]1[C:15]2[C:20](=[CH:19][CH:18]=[CH:17][CH:16]=2)[CH:21]=[C:12]([N:11]2[C:7]([NH:6][C:30](=[O:31])[O:32][CH2:33][C:34]([Cl:37])([Cl:36])[Cl:35])=[CH:8][C:9]([C:26]([CH3:29])([CH3:28])[CH3:27])=[N:10]2)[CH:13]=1. The yield is 0.520. (3) The reactants are [N:1]1[CH:6]=[CH:5][CH:4]=[C:3]([CH2:7][O:8][CH2:9][C:10]([O:12]CC)=O)[CH:2]=1.[NH2:15][CH2:16][CH:17]([OH:29])[CH2:18][N:19]1[CH2:28][CH2:27][C:26]2[C:21](=[CH:22][CH:23]=[CH:24][CH:25]=2)[CH2:20]1. The catalyst is CCO. The product is [CH2:20]1[C:21]2[C:26](=[CH:25][CH:24]=[CH:23][CH:22]=2)[CH2:27][CH2:28][N:19]1[CH2:18][CH:17]([OH:29])[CH2:16][NH:15][C:10](=[O:12])[CH2:9][O:8][CH2:7][C:3]1[CH:2]=[N:1][CH:6]=[CH:5][CH:4]=1. The yield is 0.165. (4) The reactants are Cl.[CH3:2][O:3][C:4](=[O:30])[C:5]1[C:6](=[CH:11][C:12]([CH2:15][C:16]2[CH:21]=[CH:20][CH:19]=[CH:18][C:17]=2[NH:22]C(OC(C)(C)C)=O)=[CH:13][CH:14]=1)[C:7]([O:9][CH3:10])=[O:8]. The catalyst is C(OCC)C.CO. The product is [CH3:2][O:3][C:4](=[O:30])[C:5]1[C:6](=[CH:11][C:12]([CH2:15][C:16]2[CH:21]=[CH:20][CH:19]=[CH:18][C:17]=2[NH2:22])=[CH:13][CH:14]=1)[C:7]([O:9][CH3:10])=[O:8]. The yield is 0.860. (5) The yield is 0.220. The product is [CH2:20]([O:19][C:17]([N:15]1[CH2:16][C:11]2[C:10]([N:22]3[CH2:27][CH2:26][O:25][CH2:24][C@@H:23]3[CH3:28])=[N:9][C:8]([C:5]3[CH:6]=[CH:7][C:2]([NH:1][C:33]([NH:32][CH2:30][CH3:31])=[O:34])=[C:3]([F:29])[CH:4]=3)=[N:13][C:12]=2[CH2:14]1)=[O:18])[CH3:21]. The reactants are [NH2:1][C:2]1[CH:7]=[CH:6][C:5]([C:8]2[N:9]=[C:10]([N:22]3[CH2:27][CH2:26][O:25][CH2:24][C@@H:23]3[CH3:28])[C:11]3[CH2:16][N:15]([C:17]([O:19][CH2:20][CH3:21])=[O:18])[CH2:14][C:12]=3[N:13]=2)=[CH:4][C:3]=1[F:29].[CH2:30]([N:32]=[C:33]=[O:34])[CH3:31]. No catalyst specified. (6) The reactants are [H-].[Na+].[C:3]([O:11][CH2:12][CH3:13])(=[O:10])[CH2:4][C:5]([O:7][CH2:8][CH3:9])=[O:6].[Br:14][C:15]1[CH:20]=[C:19]([CH3:21])[C:18]([CH2:22]Cl)=[CH:17][C:16]=1[CH3:24]. The catalyst is COCCOC. The product is [Br:14][C:15]1[C:16]([CH3:24])=[CH:17][C:18]([CH2:22][CH:4]([C:5]([O:7][CH2:8][CH3:9])=[O:6])[C:3]([O:11][CH2:12][CH3:13])=[O:10])=[C:19]([CH3:21])[CH:20]=1. The yield is 0.680. (7) The reactants are [CH3:1][O:2][C:3](=[O:20])[C:4]1[CH:9]=[C:8]([C:10]2[CH:14]=[CH:13][O:12][CH:11]=2)[C:7]([C:15]([F:18])([F:17])[F:16])=[CH:6][C:5]=1[NH2:19]. The catalyst is C1COCC1.O.[Ni]. The product is [CH3:1][O:2][C:3](=[O:20])[C:4]1[CH:9]=[C:8]([CH:10]2[CH2:14][CH2:13][O:12][CH2:11]2)[C:7]([C:15]([F:17])([F:18])[F:16])=[CH:6][C:5]=1[NH2:19]. The yield is 0.460. (8) The reactants are C([O:4][CH2:5][C:6]1[CH:11]=[CH:10][C:9]([O:12][CH:13]([CH3:15])[CH3:14])=[CH:8][N:7]=1)(=O)C.C(=O)([O-])[O-].[K+].[K+]. The catalyst is CO. The product is [CH3:15][CH:13]([O:12][C:9]1[CH:10]=[CH:11][C:6]([CH2:5][OH:4])=[N:7][CH:8]=1)[CH3:14]. The yield is 0.830. (9) The reactants are [H-].[Li+].[CH:3]([N:6]([CH2:10][CH3:11])[CH:7]([CH3:9])[CH3:8])([CH3:5])[CH3:4].[B:12](OC)(OC)OC.[Cl-].[Al+3].[Cl-].[Cl-].C(N(CC)C(C)C)(C)C.B. The catalyst is O1CCCC1. The product is [B:12].[CH3:11][CH2:10][N:6]([CH:7]([CH3:9])[CH3:8])[CH:3]([CH3:5])[CH3:4]. The yield is 0.787.